Dataset: Full USPTO retrosynthesis dataset with 1.9M reactions from patents (1976-2016). Task: Predict the reactants needed to synthesize the given product. (1) Given the product [C:1]([N:20]1[CH:24]=[C:23]([CH:25]([OH:26])[CH2:27][CH3:28])[N:22]=[CH:21]1)([C:14]1[CH:15]=[CH:16][CH:17]=[CH:18][CH:19]=1)([C:8]1[CH:9]=[CH:10][CH:11]=[CH:12][CH:13]=1)[C:2]1[CH:7]=[CH:6][CH:5]=[CH:4][CH:3]=1, predict the reactants needed to synthesize it. The reactants are: [C:1]([N:20]1[CH:24]=[C:23]([CH:25]=[O:26])[N:22]=[CH:21]1)([C:14]1[CH:19]=[CH:18][CH:17]=[CH:16][CH:15]=1)([C:8]1[CH:13]=[CH:12][CH:11]=[CH:10][CH:9]=1)[C:2]1[CH:7]=[CH:6][CH:5]=[CH:4][CH:3]=1.[CH2:27]([Mg]Br)[CH3:28].O1CCCC1.[Cl-].[NH4+]. (2) Given the product [Br:27][C:10]1[N:9]=[C:8]([CH:11]2[CH2:12][CH2:13][N:14]([CH:17]3[CH2:22][CH2:21][O:20][CH2:19][CH2:18]3)[CH2:15][CH2:16]2)[N:4]2[CH:5]=[CH:6][N:7]=[C:2]([CH3:1])[C:3]=12, predict the reactants needed to synthesize it. The reactants are: [CH3:1][C:2]1[C:3]2[N:4]([C:8]([CH:11]3[CH2:16][CH2:15][N:14]([CH:17]4[CH2:22][CH2:21][O:20][CH2:19][CH2:18]4)[CH2:13][CH2:12]3)=[N:9][CH:10]=2)[CH:5]=[CH:6][N:7]=1.C(O)(=O)C.[Br:27]Br.O.